The task is: Regression. Given a peptide amino acid sequence and an MHC pseudo amino acid sequence, predict their binding affinity value. This is MHC class I binding data.. This data is from Peptide-MHC class I binding affinity with 185,985 pairs from IEDB/IMGT. (1) The peptide sequence is MPSLTMACM. The MHC is HLA-B35:01 with pseudo-sequence HLA-B35:01. The binding affinity (normalized) is 0.843. (2) The peptide sequence is AMAETGCDA. The MHC is HLA-A31:01 with pseudo-sequence HLA-A31:01. The binding affinity (normalized) is 0.0847. (3) The peptide sequence is TMCTEETKR. The MHC is HLA-A11:01 with pseudo-sequence HLA-A11:01. The binding affinity (normalized) is 0. (4) The peptide sequence is ETKGVERLK. The MHC is HLA-A68:01 with pseudo-sequence HLA-A68:01. The binding affinity (normalized) is 0.676. (5) The MHC is HLA-B27:03 with pseudo-sequence HLA-B27:03. The peptide sequence is IPRACQKSL. The binding affinity (normalized) is 0.0847.